From a dataset of Full USPTO retrosynthesis dataset with 1.9M reactions from patents (1976-2016). Predict the reactants needed to synthesize the given product. (1) Given the product [CH3:31][S:28]([C:23]1[CH:24]=[CH:25][CH:26]=[CH:27][C:22]=1[S:19]([NH:11][C:8]1[CH:7]=[C:6]2[C:5](=[CH:10][CH:9]=1)[NH:4][N:3]=[C:66]2[NH:64][C:59]1[CH:58]=[CH:63][CH:62]=[CH:61][CH:60]=1)(=[O:21])=[O:20])(=[O:30])=[O:29], predict the reactants needed to synthesize it. The reactants are: IC1[C:10]2[C:5](=[CH:6][CH:7]=[C:8]([N:11]([S:19]([C:22]3[CH:27]=[CH:26][CH:25]=[CH:24][C:23]=3[S:28]([CH3:31])(=[O:30])=[O:29])(=[O:21])=[O:20])C(OC(C)(C)C)=O)[CH:9]=2)[N:4](C(OC(C)(C)C)=O)[N:3]=1.C(=O)([O-])[O-].[Cs+].[Cs+].C1(P(C2CCCCC2)C2C=CC=CC=2[C:58]2[CH:63]=[CH:62][CH:61]=[CH:60][C:59]=2[N:64]([CH3:66])C)CCCCC1.NC1C=CC=CC=1.FC(F)(F)C(O)=O.C(=O)([O-])O.[Na+]. (2) Given the product [S:13]1[C:17]2[CH:18]=[CH:19][CH:20]=[CH:21][C:16]=2[N:15]=[C:14]1/[C:22](=[CH:6]/[C:5]1[CH:8]=[CH:9][C:10]([O:11][CH3:12])=[C:3]([O:2][CH3:1])[CH:4]=1)/[C:23]#[N:24], predict the reactants needed to synthesize it. The reactants are: [CH3:1][O:2][C:3]1[CH:4]=[C:5]([CH:8]=[CH:9][C:10]=1[O:11][CH3:12])[CH:6]=O.[S:13]1[C:17]2[CH:18]=[CH:19][CH:20]=[CH:21][C:16]=2[N:15]=[C:14]1[CH2:22][C:23]#[N:24]. (3) Given the product [F:52][C:47]1[CH:46]=[C:45]([CH:50]=[C:49]([F:51])[CH:48]=1)[CH2:44][NH:43][C:41]([N:38]1[CH2:37][CH2:36][CH:35]([NH:34][C:33]2[CH:32]=[CH:31][C:30]([CH2:29][CH2:28][NH:27][CH2:26][C@H:25]([OH:55])[CH2:24][O:23][C:22]3[CH:21]=[CH:20][C:19]([OH:18])=[CH:57][CH:56]=3)=[CH:54][CH:53]=2)[CH2:40][CH2:39]1)=[O:42], predict the reactants needed to synthesize it. The reactants are: [Si]([O:18][C:19]1[CH:57]=[CH:56][C:22]([O:23][CH2:24][C@@H:25]([OH:55])[CH2:26][NH:27][CH2:28][CH2:29][C:30]2[CH:54]=[CH:53][C:33]([NH:34][CH:35]3[CH2:40][CH2:39][N:38]([C:41]([NH:43][CH2:44][C:45]4[CH:50]=[C:49]([F:51])[CH:48]=[C:47]([F:52])[CH:46]=4)=[O:42])[CH2:37][CH2:36]3)=[CH:32][CH:31]=2)=[CH:21][CH:20]=1)(C(C)(C)C)(C1C=CC=CC=1)C1C=CC=CC=1. (4) Given the product [CH:9]1[C:17]2[C:16]3[CH:18]=[CH:19][CH:20]=[CH:21][C:15]=3[S:14][C:13]=2[C:12]([C:22]2[CH:23]=[C:24]([C:2]3[CH:7]=[C:6]([C:24]4[CH:25]=[CH:26][CH:27]=[C:22]([C:12]5[C:13]6[S:14][C:15]7[CH:21]=[CH:20][CH:19]=[CH:18][C:16]=7[C:17]=6[CH:9]=[CH:10][CH:11]=5)[CH:23]=4)[N:5]=[CH:4][N:3]=3)[CH:25]=[CH:26][CH:27]=2)=[CH:11][CH:10]=1, predict the reactants needed to synthesize it. The reactants are: Cl[C:2]1[CH:7]=[C:6](Cl)[N:5]=[CH:4][N:3]=1.[CH:9]1[C:17]2[C:16]3[CH:18]=[CH:19][CH:20]=[CH:21][C:15]=3[S:14][C:13]=2[C:12]([C:22]2[CH:23]=[C:24](B(O)O)[CH:25]=[CH:26][CH:27]=2)=[CH:11][CH:10]=1.C(=O)([O-])[O-].[Na+].[Na+]. (5) Given the product [CH2:1]([O:3][C:4](=[O:25])[CH2:5][CH2:6][CH2:7][CH2:8][CH2:9][CH2:10][O:11][C:12]1[C:22]([O:23][CH3:24])=[CH:21][C:20]([N+:26]([O-:28])=[O:27])=[C:14]([CH:13]=1)[C:15]([O:17][CH2:18][CH3:19])=[O:16])[CH3:2], predict the reactants needed to synthesize it. The reactants are: [CH2:1]([O:3][C:4](=[O:25])[CH2:5][CH2:6][CH2:7][CH2:8][CH2:9][CH2:10][O:11][C:12]1[CH:13]=[C:14]([CH:20]=[CH:21][C:22]=1[O:23][CH3:24])[C:15]([O:17][CH2:18][CH3:19])=[O:16])[CH3:2].[N+:26]([O-])([OH:28])=[O:27]. (6) Given the product [F:23][C:24]([F:31])([F:30])[C:25](=[O:26])[CH2:17][C:10]1[CH:11]=[C:12]([O:15][CH3:16])[CH:13]=[CH:14][C:9]=1[NH:8][C:6](=[O:7])[O:5][C:1]([CH3:4])([CH3:3])[CH3:2], predict the reactants needed to synthesize it. The reactants are: [C:1]([O:5][C:6]([NH:8][C:9]1[CH:14]=[CH:13][C:12]([O:15][CH3:16])=[CH:11][C:10]=1[CH3:17])=[O:7])([CH3:4])([CH3:3])[CH3:2].[Li]C(CC)C.[F:23][C:24]([F:31])([F:30])[C:25](OCC)=[O:26].